From a dataset of Forward reaction prediction with 1.9M reactions from USPTO patents (1976-2016). Predict the product of the given reaction. (1) Given the reactants Cl[C:2]1[CH:7]=[C:6]([O:8][CH2:9][CH2:10][O:11][CH3:12])[CH:5]=[CH:4][N:3]=1.O1CCCC1.C[Si]([N-:22][Si](C)(C)C)(C)C.[Li+], predict the reaction product. The product is: [CH3:12][O:11][CH2:10][CH2:9][O:8][C:6]1[CH:5]=[CH:4][N:3]=[C:2]([NH2:22])[CH:7]=1. (2) The product is: [CH:24]1([N:19]2[CH2:20][CH2:21][C:15]3[S:14][C:13]([C:10]4[CH:11]=[CH:12][C:7]([N:4]5[CH2:5][CH2:6][N:2]([CH3:1])[C:3]5=[O:23])=[N:8][CH:9]=4)=[N:22][C:16]=3[CH2:17][CH2:18]2)[CH2:27][CH2:26][CH2:25]1. Given the reactants [CH3:1][N:2]1[CH2:6][CH2:5][N:4]([C:7]2[CH:12]=[CH:11][C:10]([C:13]3[S:14][C:15]4[CH2:21][CH2:20][NH:19][CH2:18][CH2:17][C:16]=4[N:22]=3)=[CH:9][N:8]=2)[C:3]1=[O:23].[C:24]1(=O)[CH2:27][CH2:26][CH2:25]1, predict the reaction product.